This data is from Forward reaction prediction with 1.9M reactions from USPTO patents (1976-2016). The task is: Predict the product of the given reaction. (1) The product is: [C:42]([O:31][C:30]1[C:25]([C:24](=[O:34])[NH:23][C@H:12]2[CH2:11][CH2:10][CH2:9][C@H:8]([CH2:1][C:2]3[CH:3]=[CH:4][CH:5]=[CH:6][CH:7]=3)[C@@H:16]([CH2:17][CH2:18][CH2:19][CH3:20])[C@H:15]([CH3:21])[O:14][C:13]2=[O:22])=[N:26][CH:27]=[CH:28][C:29]=1[O:32][CH3:33])(=[O:44])[CH3:43]. Given the reactants [CH2:1]([C@@H:8]1[C@@H:16]([CH2:17][CH2:18][CH2:19][CH3:20])[C@H:15]([CH3:21])[O:14][C:13](=[O:22])[C@@H:12]([NH:23][C:24](=[O:34])[C:25]2[C:30]([OH:31])=[C:29]([O:32][CH3:33])[CH:28]=[CH:27][N:26]=2)[CH2:11][CH2:10][CH2:9]1)[C:2]1[CH:7]=[CH:6][CH:5]=[CH:4][CH:3]=1.CCN(CC)CC.[C:42](Cl)(=[O:44])[CH3:43], predict the reaction product. (2) Given the reactants [CH2:1]([O:8][CH2:9][CH2:10][CH:11]1[N:16]2[C:17](=[O:26])[N:18]([CH:23]([CH3:25])[CH3:24])[C:19](=[O:22])[C:20]([OH:21])=[C:15]2[C:14](=[O:27])[N:13]([CH2:28][C:29]2[CH:34]=[CH:33][C:32]([F:35])=[CH:31][CH:30]=2)[CH2:12]1)[C:2]1[CH:7]=[CH:6][CH:5]=[CH:4][CH:3]=1.C(N(C(C)C)CC)(C)C.[CH3:45][C:46]([CH3:51])([CH3:50])[C:47](Cl)=[O:48].CO, predict the reaction product. The product is: [C:47]([O:21][C:20]1[C:19](=[O:22])[N:18]([CH:23]([CH3:25])[CH3:24])[C:17](=[O:26])[N:16]2[CH:11]([CH2:10][CH2:9][O:8][CH2:1][C:2]3[CH:3]=[CH:4][CH:5]=[CH:6][CH:7]=3)[CH2:12][N:13]([CH2:28][C:29]3[CH:30]=[CH:31][C:32]([F:35])=[CH:33][CH:34]=3)[C:14](=[O:27])[C:15]=12)(=[O:48])[C:46]([CH3:51])([CH3:50])[CH3:45]. (3) The product is: [NH2:14][C:15]([CH3:51])([CH2:21][CH2:22][C:23]1[CH:24]=[C:25]2[C:48](=[CH:49][CH:50]=1)[C:29]1=[N:30][O:31][C:32]([C:33]3[C:37]([C:38]([F:39])([F:40])[F:41])=[C:36]([C:42]4[CH:43]=[CH:44][CH:45]=[CH:46][CH:47]=4)[O:35][N:34]=3)=[C:28]1[CH2:27][CH2:26]2)[C:16]([O:18][CH2:19][CH3:20])=[O:17]. Given the reactants C1(C(=[N:14][C:15]([CH3:51])([CH2:21][CH2:22][C:23]2[CH:24]=[C:25]3[C:48](=[CH:49][CH:50]=2)[C:29]2=[N:30][O:31][C:32]([C:33]4[C:37]([C:38]([F:41])([F:40])[F:39])=[C:36]([C:42]5[CH:47]=[CH:46][CH:45]=[CH:44][CH:43]=5)[O:35][N:34]=4)=[C:28]2[CH2:27][CH2:26]3)[C:16]([O:18][CH2:19][CH3:20])=[O:17])C2C=CC=CC=2)C=CC=CC=1.Cl.C(=O)([O-])[O-].[K+].[K+], predict the reaction product. (4) Given the reactants [CH2:1]1[S:5][C@H:4]([CH2:6][OH:7])[O:3][C@@H:2]1[N:8]1[C:13](=[O:14])[N:12]=[C:11]([NH2:15])[CH:10]=[CH:9]1.C1C=C(C(O)=O)C(O)=CC=1.C(OCC)(=O)C.O, predict the reaction product. The product is: [CH2:1]1[S:5][C@H:4]([CH2:6][OH:7])[O:3][C@@H:2]1[N:8]1[C:13](=[O:14])[N:12]=[C:11]([NH2:15])[CH:10]=[CH:9]1.